This data is from Full USPTO retrosynthesis dataset with 1.9M reactions from patents (1976-2016). The task is: Predict the reactants needed to synthesize the given product. (1) Given the product [CH3:36][CH:35]([C@H:34]1[CH2:33][N:41]([C:42]2[CH:43]=[N:44][C:45]([C:48]([F:51])([F:50])[F:49])=[CH:46][CH:47]=2)[C:39](=[O:40])[NH:38]1)[CH3:37], predict the reactants needed to synthesize it. The reactants are: C1(P(C2C=CC=CC=2)C2C=CC=CC=2)C=CC=CC=1.N(C(OCC)=O)=NC(OCC)=O.O[CH2:33][C@@H:34]([NH:38][C:39]([NH:41][C:42]1[CH:43]=[N:44][C:45]([C:48]([F:51])([F:50])[F:49])=[CH:46][CH:47]=1)=[O:40])[CH:35]([CH3:37])[CH3:36]. (2) Given the product [CH3:1][C:2]1[CH:3]=[C:4]([O:13][C:14]2[CH:19]=[CH:18][N:17]=[CH:16][C:15]=2[NH2:20])[N:5]([C:7]2[CH:8]=[CH:9][CH:10]=[CH:11][CH:12]=2)[N:6]=1, predict the reactants needed to synthesize it. The reactants are: [CH3:1][C:2]1[CH:3]=[C:4]([O:13][C:14]2[CH:19]=[CH:18][N:17]=[CH:16][C:15]=2[N+:20]([O-])=O)[N:5]([C:7]2[CH:12]=[CH:11][CH:10]=[CH:9][CH:8]=2)[N:6]=1. (3) The reactants are: [CH:1]1([C:4]2[CH:5]=[CH:6][C:7](N)=[N:8][CH:9]=2)[CH2:3][CH2:2]1.N([O-])=O.[Na+].[Br:15]Br.O. Given the product [Br:15][C:7]1[CH:6]=[CH:5][C:4]([CH:1]2[CH2:3][CH2:2]2)=[CH:9][N:8]=1, predict the reactants needed to synthesize it. (4) Given the product [F:27][CH:2]([F:1])[C:3]1[CH:12]=[C:11]2[C:6]([C:7](=[O:19])[N:8]([N:14]([S:15]([CH3:18])(=[O:16])=[O:17])[C:36](=[O:37])[CH2:38][O:39][C:40](=[O:42])[CH3:41])[C:9](=[O:13])[NH:10]2)=[CH:5][C:4]=1[C:20]1[N:21]([CH2:25][CH3:26])[N:22]=[CH:23][CH:24]=1, predict the reactants needed to synthesize it. The reactants are: [F:1][CH:2]([F:27])[C:3]1[CH:12]=[C:11]2[C:6]([C:7](=[O:19])[N:8]([NH:14][S:15]([CH3:18])(=[O:17])=[O:16])[C:9](=[O:13])[NH:10]2)=[CH:5][C:4]=1[C:20]1[N:21]([CH2:25][CH3:26])[N:22]=[CH:23][CH:24]=1.C(N(CC)CC)C.Cl[C:36]([CH2:38][O:39][C:40](=[O:42])[CH3:41])=[O:37]. (5) Given the product [CH3:11][C:3]1[C:4]([C:8]2([CH3:9])[O:14][CH2:13][CH2:12][O:10]2)=[CH:5][CH:6]=[CH:7][C:2]=1[OH:1], predict the reactants needed to synthesize it. The reactants are: [OH:1][C:2]1[C:3]([CH3:11])=[C:4]([C:8](=[O:10])[CH3:9])[CH:5]=[CH:6][CH:7]=1.[CH2:12](O)[CH2:13][OH:14].C(OCC)(=O)C. (6) Given the product [ClH:2].[Cl:2][C:3]1[CH:4]=[C:5]([C:13]2[O:17][N:16]=[C:15]([C:18]3[C:28]4[O:27][CH2:26][CH2:25][NH:24][CH:23]([CH2:36][CH2:37][CH2:38][C:39]([OH:41])=[O:40])[C:22]=4[CH:21]=[CH:20][CH:19]=3)[N:14]=2)[CH:6]=[N:7][C:8]=1[O:9][CH:10]([CH3:12])[CH3:11], predict the reactants needed to synthesize it. The reactants are: Cl.[Cl:2][C:3]1[CH:4]=[C:5]([C:13]2[O:17][N:16]=[C:15]([C:18]3[C:28]4[O:27][CH2:26][CH2:25][N:24](C(OC(C)(C)C)=O)[CH:23]([CH2:36][CH2:37][CH2:38][C:39]([OH:41])=[O:40])[C:22]=4[CH:21]=[CH:20][CH:19]=3)[N:14]=2)[CH:6]=[N:7][C:8]=1[O:9][CH:10]([CH3:12])[CH3:11].